From a dataset of Catalyst prediction with 721,799 reactions and 888 catalyst types from USPTO. Predict which catalyst facilitates the given reaction. (1) Reactant: [CH2:1](NC(=O)[C@@H](O)C1C=CC=CC=1)C1C=CC=CC=1.[F:19][C:20]1[CH:21]=[C:22]([C:27](=[O:33])[C:28]([O:30][CH2:31][CH3:32])=[O:29])[CH:23]=[C:24]([F:26])[CH:25]=1.C[Zn]C. Product: [F:19][C:20]1[CH:21]=[C:22]([C@@:27]([OH:33])([CH3:1])[C:28]([O:30][CH2:31][CH3:32])=[O:29])[CH:23]=[C:24]([F:26])[CH:25]=1. The catalyst class is: 11. (2) Reactant: [NH2:1][C:2]1[C:7]([F:8])=[CH:6][C:5]([F:9])=[CH:4][C:3]=1[NH:10][C:11]1[C:19]2[O:18][CH2:17][C@@H:16]([N:20]([C:35](=[O:40])[C:36]([F:39])([F:38])[F:37])[C:21]3[CH:34]=[CH:33][C:24]4[C@H:25]([CH2:28][C:29]([O:31][CH3:32])=[O:30])[CH2:26][O:27][C:23]=4[CH:22]=3)[C:15]=2[CH:14]=[CH:13][CH:12]=1.[CH2:41]([O:43][C:44](OCC)(OCC)OCC)[CH3:42].C(=O)([O-])O.[Na+]. Product: [CH2:41]([O:43][C:44]1[N:10]([C:11]2[C:19]3[O:18][CH2:17][C@@H:16]([N:20]([C:35](=[O:40])[C:36]([F:38])([F:37])[F:39])[C:21]4[CH:34]=[CH:33][C:24]5[C@H:25]([CH2:28][C:29]([O:31][CH3:32])=[O:30])[CH2:26][O:27][C:23]=5[CH:22]=4)[C:15]=3[CH:14]=[CH:13][CH:12]=2)[C:3]2[CH:4]=[C:5]([F:9])[CH:6]=[C:7]([F:8])[C:2]=2[N:1]=1)[CH3:42]. The catalyst class is: 15. (3) Reactant: C[O-].[Na+].[Cl:4][C:5]1[N:13]=[C:12]2[C:8]([N:9]=[CH:10][N:11]2[C@@H:14]2[O:28][C@H:27]([CH2:29][O:30]C(=O)C3C=CC(Cl)=CC=3)[C@@H:16]([O:17]C(=O)C3C=CC(Cl)=CC=3)[CH2:15]2)=[C:7]([NH:40][Si](C)(C)C)[N:6]=1. Product: [Cl:4][C:5]1[N:6]=[C:7]([NH2:40])[C:8]2[N:9]=[CH:10][N:11]([C:12]=2[N:13]=1)[C@@H:14]1[O:28][C@H:27]([CH2:29][OH:30])[C@@H:16]([OH:17])[CH2:15]1. The catalyst class is: 5.